This data is from Catalyst prediction with 721,799 reactions and 888 catalyst types from USPTO. The task is: Predict which catalyst facilitates the given reaction. (1) Reactant: [CH:1]([N:4]1[C:8]([C:9]2[S:10][C:11]3[CH2:12][CH2:13][O:14][C:15]4[CH:22]=[C:21]([C:23]#[N:24])[CH:20]=[CH:19][C:16]=4[C:17]=3[N:18]=2)=[N:7][C:6]([CH3:25])=[N:5]1)([CH3:3])[CH3:2].[AlH4-].[Li+]. Product: [CH:1]([N:4]1[C:8]([C:9]2[S:10][C:11]3[CH2:12][CH2:13][O:14][C:15]4[CH:22]=[C:21]([CH2:23][NH2:24])[CH:20]=[CH:19][C:16]=4[C:17]=3[N:18]=2)=[N:7][C:6]([CH3:25])=[N:5]1)([CH3:3])[CH3:2]. The catalyst class is: 7. (2) Reactant: [NH2:1][C:2]1[N:10]=[C:9]([O:11][CH2:12][CH2:13][CH2:14][CH3:15])[N:8]=[C:7]2[C:3]=1[NH:4][C:5](=[O:41])[N:6]2[CH2:16][CH2:17][CH2:18][N:19]([CH2:29][C:30]1[CH:31]=[C:32]([CH2:36][C:37]([O:39][CH3:40])=[O:38])[CH:33]=[CH:34][CH:35]=1)[CH2:20][CH2:21][CH2:22][N:23]1[CH2:28][CH2:27][O:26][CH2:25][CH2:24]1.[ClH:42].C(O)C. Product: [ClH:42].[NH2:1][C:2]1[N:10]=[C:9]([O:11][CH2:12][CH2:13][CH2:14][CH3:15])[N:8]=[C:7]2[C:3]=1[NH:4][C:5](=[O:41])[N:6]2[CH2:16][CH2:17][CH2:18][N:19]([CH2:29][C:30]1[CH:31]=[C:32]([CH2:36][C:37]([O:39][CH3:40])=[O:38])[CH:33]=[CH:34][CH:35]=1)[CH2:20][CH2:21][CH2:22][N:23]1[CH2:28][CH2:27][O:26][CH2:25][CH2:24]1. The catalyst class is: 13. (3) Reactant: [N+:1](=[CH2:3])=[N-:2].[CH3:4][C:5]([CH3:10])([CH3:9])[C:6](Cl)=[O:7]. Product: [N+:1](=[CH:3][C:6](=[O:7])[C:5]([CH3:10])([CH3:9])[CH3:4])=[N-:2]. The catalyst class is: 28. (4) Reactant: [Br:1]N1C(=O)CCC1=O.CC(N=NC(C#N)(C)C)(C#N)C.[CH3:21][O:22][C:23](=[O:33])[C:24]1[CH:29]=[CH:28][CH:27]=[C:26](Br)[C:25]=1[CH2:31][Br:32]. Product: [CH3:21][O:22][C:23](=[O:33])[C:24]1[CH:29]=[C:28]([Br:1])[CH:27]=[CH:26][C:25]=1[CH2:31][Br:32]. The catalyst class is: 53.